From a dataset of Forward reaction prediction with 1.9M reactions from USPTO patents (1976-2016). Predict the product of the given reaction. Given the reactants [CH3:1][C:2]1[CH:3]=[C:4]([C:11]([N:13]2[CH2:18][CH2:17][N:16]([CH3:19])[CH2:15][CH2:14]2)=O)[CH:5]=[CH:6][C:7]=1[N+:8]([O-:10])=[O:9].CSC.B.Cl.[OH-].[Na+], predict the reaction product. The product is: [CH3:19][N:16]1[CH2:17][CH2:18][N:13]([CH2:11][C:4]2[CH:5]=[CH:6][C:7]([N+:8]([O-:10])=[O:9])=[C:2]([CH3:1])[CH:3]=2)[CH2:14][CH2:15]1.